Dataset: Full USPTO retrosynthesis dataset with 1.9M reactions from patents (1976-2016). Task: Predict the reactants needed to synthesize the given product. Given the product [OH:1][CH:2]1[CH:8]([NH:9][C:10](=[O:38])[C@H:11]([CH2:34][CH:35]([CH3:36])[CH3:37])[NH:12][C@@H:13]([C:18]2[CH:23]=[CH:22][C:21]([C:24]3[CH:29]=[CH:28][C:27]([S:30]([CH3:33])(=[O:31])=[O:32])=[CH:26][CH:25]=3)=[CH:20][CH:19]=2)[C:14]([F:15])([F:17])[F:16])[CH2:7][CH2:6][CH2:5][N:4]([S:52]([C:47]2[CH:48]=[CH:49][CH:50]=[CH:51][N:46]=2)(=[O:54])=[O:53])[CH2:3]1, predict the reactants needed to synthesize it. The reactants are: [OH:1][CH:2]1[CH:8]([NH:9][C:10](=[O:38])[C@H:11]([CH2:34][CH:35]([CH3:37])[CH3:36])[NH:12][C@@H:13]([C:18]2[CH:23]=[CH:22][C:21]([C:24]3[CH:29]=[CH:28][C:27]([S:30]([CH3:33])(=[O:32])=[O:31])=[CH:26][CH:25]=3)=[CH:20][CH:19]=2)[C:14]([F:17])([F:16])[F:15])[CH2:7][CH2:6][CH2:5][NH:4][CH2:3]1.CCN(CC)CC.[N:46]1[CH:51]=[CH:50][CH:49]=[CH:48][C:47]=1[S:52](Cl)(=[O:54])=[O:53].